Dataset: Catalyst prediction with 721,799 reactions and 888 catalyst types from USPTO. Task: Predict which catalyst facilitates the given reaction. (1) Reactant: O1CCOCC1.[C:7]([O:17][C:18](=[C:20]([F:22])[F:21])[F:19])([C:10]([C:13]([F:16])([F:15])[F:14])([F:12])[F:11])([F:9])[F:8].[OH:23][CH2:24][CH2:25][CH2:26][OH:27].[OH-].[K+]. Product: [C:13]([C:10]([C:7]([O:17][CH:18]([C:20]([O:23][CH2:24][CH2:25][CH2:26][OH:27])([F:21])[F:22])[F:19])([F:9])[F:8])([F:12])[F:11])([F:16])([F:15])[F:14]. The catalyst class is: 6. (2) Reactant: [CH2:1](Cl)[CH:2]=[CH2:3].[C:5](=[O:7])=O.Cl[C:9]1[CH:14]=CC=C[CH:10]=1.[CH3:15][CH2:16][CH2:17][CH2:18][CH2:19][CH3:20].[CH3:21]COC(C)=O. Product: [CH2:1]([C:5]1([OH:7])[C:10](=[CH:9][CH3:14])[CH2:20][CH:19]2[CH2:18][CH:17]1[C:16]2([CH3:21])[CH3:15])[CH:2]=[CH2:3]. The catalyst class is: 1.